This data is from Reaction yield outcomes from USPTO patents with 853,638 reactions. The task is: Predict the reaction yield, written as a fraction of the theoretical maximum amount of product (1.0 means a 100% yield; for example, 0.34 means a 34% yield). The reactants are C[O:2][C:3]([C:5]1[CH:10]=[CH:9][C:8](=[O:11])[NH:7][C:6]=1[NH:12][C:13]1[CH:18]=[CH:17][C:16]([Br:19])=[CH:15][C:14]=1[F:20])=[O:4].COC(=O)C1C=CC(OC)=NC=1NC1C=CC(Br)=CC=1F.C(O)(=O)C.Br. The catalyst is CCOC(C)=O. The product is [Br:19][C:16]1[CH:17]=[CH:18][C:13]([NH:12][C:6]2[NH:7][C:8](=[O:11])[CH:9]=[CH:10][C:5]=2[C:3]([OH:4])=[O:2])=[C:14]([F:20])[CH:15]=1. The yield is 0.790.